This data is from Reaction yield outcomes from USPTO patents with 853,638 reactions. The task is: Predict the reaction yield, written as a fraction of the theoretical maximum amount of product (1.0 means a 100% yield; for example, 0.34 means a 34% yield). (1) The reactants are C(OC([NH:8][C@@:9]([CH2:27][CH2:28][N:29]1[C@H:38]([CH2:39][OH:40])[CH2:37][C:36]2[C:31](=[CH:32][CH:33]=[CH:34][CH:35]=2)[CH2:30]1)([CH2:14][CH2:15][CH2:16][CH2:17][B:18]1[O:22]C(C)(C)C(C)(C)[O:19]1)[C:10]([O:12]C)=[O:11])=O)(C)(C)C.[ClH:41]. The catalyst is O. The product is [ClH:41].[ClH:41].[NH2:8][C@@:9]([CH2:27][CH2:28][N:29]1[C@H:38]([CH2:39][OH:40])[CH2:37][C:36]2[C:31](=[CH:32][CH:33]=[CH:34][CH:35]=2)[CH2:30]1)([CH2:14][CH2:15][CH2:16][CH2:17][B:18]([OH:22])[OH:19])[C:10]([OH:12])=[O:11]. The yield is 0.890. (2) The reactants are C(OC([N:8]1[CH2:13][CH2:12][C:11](=[CH:14][C:15]2[N:19]=[C:18]([C:20]3[CH:25]=[CH:24][CH:23]=[CH:22][CH:21]=3)[O:17][N:16]=2)[CH2:10][CH2:9]1)=O)(C)(C)C.FC(F)(F)C(O)=O. The catalyst is C(Cl)(Cl)Cl. The product is [C:20]1([C:18]2[O:17][N:16]=[C:15]([CH:14]=[C:11]3[CH2:12][CH2:13][NH:8][CH2:9][CH2:10]3)[N:19]=2)[CH:21]=[CH:22][CH:23]=[CH:24][CH:25]=1. The yield is 0.950. (3) The reactants are Cl.[CH:2]([N:5]1[C:9]([C:10]2[N:19]=[C:18]3[N:12]([CH2:13][CH2:14][O:15][C:16]4[CH:23]=[C:22]([CH:24]5[CH2:29][CH2:28][NH:27][CH2:26][CH2:25]5)N=[CH:20][C:17]=43)[CH:11]=2)=[N:8][CH:7]=[N:6]1)([CH3:4])[CH3:3].[CH3:30]O.[CH3:32][N:33]([CH3:38])[C:34](=[O:37])[CH2:35]Cl. The catalyst is C(Cl)Cl.CCCC[N+](CCCC)(CCCC)CCCC.[I-]. The product is [CH:2]([N:5]1[C:9]([C:10]2[N:19]=[C:18]3[C:17]4[CH:20]=[CH:30][C:22]([CH:24]5[CH2:25][CH2:26][N:27]([CH2:35][C:34]([N:33]([CH3:38])[CH3:32])=[O:37])[CH2:28][CH2:29]5)=[CH:23][C:16]=4[O:15][CH2:14][CH2:13][N:12]3[CH:11]=2)=[N:8][CH:7]=[N:6]1)([CH3:3])[CH3:4]. The yield is 0.610. (4) The reactants are [CH3:1][O:2][C:3]1[CH:4]=[C:5]([NH:15][C:16]([NH2:18])=[S:17])[CH:6]=[C:7]([C:9]2[CH:14]=[CH:13][CH:12]=[CH:11][CH:10]=2)[CH:8]=1.BrBr. The catalyst is C(Cl)(Cl)Cl. The product is [CH3:1][O:2][C:3]1[CH:8]=[C:7]([C:9]2[CH:14]=[CH:13][CH:12]=[CH:11][CH:10]=2)[C:6]2[S:17][C:16]([NH2:18])=[N:15][C:5]=2[CH:4]=1. The yield is 0.860. (5) The reactants are C1(P(C2C=CC=CC=2)C2C=CC=CC=2)C=CC=CC=1.BrN1C(=O)CCC1=O.[Cl:28][C:29]1[CH:34]=[CH:33][C:32]([CH:35]([CH2:39][CH:40]2[CH2:44][CH2:43][CH2:42][CH2:41]2)[C:36]([OH:38])=O)=[CH:31][C:30]=1[N+:45]([O-:47])=[O:46].[NH2:48][C:49]1[CH:54]=[CH:53][CH:52]=[CH:51][N:50]=1. The catalyst is C(Cl)Cl. The product is [Cl:28][C:29]1[CH:34]=[CH:33][C:32]([CH:35]([CH2:39][CH:40]2[CH2:44][CH2:43][CH2:42][CH2:41]2)[C:36]([NH:48][C:49]2[CH:54]=[CH:53][CH:52]=[CH:51][N:50]=2)=[O:38])=[CH:31][C:30]=1[N+:45]([O-:47])=[O:46]. The yield is 0.480. (6) The reactants are [NH:1]1[CH2:6][CH2:5][CH2:4][C@@H:3]([NH:7][C:8](=[O:14])[O:9][C:10]([CH3:13])([CH3:12])[CH3:11])[CH2:2]1.[Cl:15][C:16]1[C:17](F)=[C:18]2[C:24]([NH:25][C:26]([CH:28]3[CH2:32][CH2:31][CH2:30][CH2:29]3)=[O:27])=[CH:23][NH:22][C:19]2=[N:20][CH:21]=1. The catalyst is C(O)(CC)C. The product is [Cl:15][C:16]1[C:17]([N:1]2[CH2:6][CH2:5][CH2:4][C@@H:3]([NH:7][C:8](=[O:14])[O:9][C:10]([CH3:11])([CH3:13])[CH3:12])[CH2:2]2)=[C:18]2[C:24]([NH:25][C:26]([CH:28]3[CH2:29][CH2:30][CH2:31][CH2:32]3)=[O:27])=[CH:23][NH:22][C:19]2=[N:20][CH:21]=1. The yield is 0.580. (7) The reactants are [OH:1][C:2]1[CH:7]=[CH:6][C:5]([C:8]2[CH:17]=[C:16]3[C:11]([CH:12]=[C:13]([C:18]([O:20][CH3:21])=[O:19])[N:14]=[CH:15]3)=[CH:10][CH:9]=2)=[CH:4][CH:3]=1.C1(P(C2C=CC=CC=2)C2C=CC=CC=2)C=CC=CC=1.[CH:41]1([C:45]2[O:49][N:48]=[C:47]([CH2:50][O:51][C:52]3[C:57]([CH3:58])=[CH:56][CH:55]=[CH:54][C:53]=3[CH3:59])[C:46]=2[CH2:60]O)[CH2:44][CH2:43][CH2:42]1.N(C(OC(C)C)=O)=NC(OC(C)C)=O. The catalyst is ClCCl. The product is [CH:41]1([C:45]2[O:49][N:48]=[C:47]([CH2:50][O:51][C:52]3[C:53]([CH3:59])=[CH:54][CH:55]=[CH:56][C:57]=3[CH3:58])[C:46]=2[CH2:60][O:1][C:2]2[CH:3]=[CH:4][C:5]([C:8]3[CH:17]=[C:16]4[C:11]([CH:12]=[C:13]([C:18]([O:20][CH3:21])=[O:19])[N:14]=[CH:15]4)=[CH:10][CH:9]=3)=[CH:6][CH:7]=2)[CH2:42][CH2:43][CH2:44]1. The yield is 0.580.